Dataset: Catalyst prediction with 721,799 reactions and 888 catalyst types from USPTO. Task: Predict which catalyst facilitates the given reaction. Reactant: [CH:1]1([C:4]2[C:12]3[S:11][CH:10]=[N:9][C:8]=3[CH:7]=[CH:6][CH:5]=2)[CH2:3][CH2:2]1.I[C:14]1[C:15]([NH:28][C@@H:29]2[CH2:34][CH2:33][CH2:32][N:31]([C:35]([O:37][C:38]([CH3:41])([CH3:40])[CH3:39])=[O:36])[CH2:30]2)=[N:16][C:17]([N:22]2[CH2:27][CH2:26][O:25][CH2:24][CH2:23]2)=[N:18][C:19]=1[O:20][CH3:21].C(=O)([O-])[O-].[Cs+].[Cs+]. Product: [CH:1]1([C:4]2[C:12]3[S:11][C:10]([C:14]4[C:15]([NH:28][C@@H:29]5[CH2:34][CH2:33][CH2:32][N:31]([C:35]([O:37][C:38]([CH3:41])([CH3:40])[CH3:39])=[O:36])[CH2:30]5)=[N:16][C:17]([N:22]5[CH2:23][CH2:24][O:25][CH2:26][CH2:27]5)=[N:18][C:19]=4[O:20][CH3:21])=[N:9][C:8]=3[CH:7]=[CH:6][CH:5]=2)[CH2:3][CH2:2]1. The catalyst class is: 441.